Dataset: Reaction yield outcomes from USPTO patents with 853,638 reactions. Task: Predict the reaction yield, written as a fraction of the theoretical maximum amount of product (1.0 means a 100% yield; for example, 0.34 means a 34% yield). (1) The reactants are [Si]([O:8][CH2:9][CH2:10][N:11]([CH:41]1[CH2:43][CH2:42]1)[C:12]([C:14]1[C:19]([O:20][CH2:21][C:22]2[CH:27]=[CH:26][CH:25]=[CH:24][CH:23]=2)=[C:18]([OH:28])[N:17]=[C:16]([CH2:29][C:30]2([C:35]3[CH:40]=[CH:39][CH:38]=[CH:37][CH:36]=3)[CH2:34][CH2:33][CH2:32][CH2:31]2)[N:15]=1)=[O:13])(C(C)(C)C)(C)C.Cl.C([O-])(O)=O.[Na+].O. The catalyst is O1CCCC1. The product is [CH:41]1([N:11]([CH2:10][CH2:9][OH:8])[C:12]([C:14]2[C:19]([O:20][CH2:21][C:22]3[CH:27]=[CH:26][CH:25]=[CH:24][CH:23]=3)=[C:18]([OH:28])[N:17]=[C:16]([CH2:29][C:30]3([C:35]4[CH:36]=[CH:37][CH:38]=[CH:39][CH:40]=4)[CH2:34][CH2:33][CH2:32][CH2:31]3)[N:15]=2)=[O:13])[CH2:42][CH2:43]1. The yield is 0.884. (2) The reactants are [CH3:1][O:2][CH2:3][CH2:4][O:5][CH2:6][CH2:7][O:8][CH2:9][CH2:10][OH:11].[OH-].[Na+].[C:14]1([CH3:24])[CH:19]=[CH:18][C:17]([S:20](Cl)(=[O:22])=[O:21])=[CH:16][CH:15]=1. The catalyst is C1COCC1.O. The product is [S:20]([C:17]1[CH:18]=[CH:19][C:14]([CH3:24])=[CH:15][CH:16]=1)([O:11][CH2:10][CH2:9][O:8][CH2:7][CH2:6][O:5][CH2:4][CH2:3][O:2][CH3:1])(=[O:22])=[O:21]. The yield is 0.820. (3) The catalyst is C(O)C.[Pd]. The product is [CH2:1]([CH:3]([CH2:7][C:8]1[CH:13]=[CH:12][C:11]([O:14][CH3:15])=[C:10]([CH2:16][CH2:17][CH2:18][C:19]2[CH:24]=[CH:23][C:22]([C:25]([F:26])([F:27])[F:28])=[CH:21][CH:20]=2)[CH:9]=1)[C:4]([OH:6])=[O:5])[CH3:2]. The yield is 0.860. The reactants are [CH2:1]([CH:3]([CH2:7][C:8]1[CH:13]=[CH:12][C:11]([O:14][CH3:15])=[C:10]([C:16](=O)[CH2:17][CH2:18][C:19]2[CH:24]=[CH:23][C:22]([C:25]([F:28])([F:27])[F:26])=[CH:21][CH:20]=2)[CH:9]=1)[C:4]([OH:6])=[O:5])[CH3:2]. (4) The reactants are [Br:1][C:2]1[CH:16]=[C:15](/[CH:17]=[CH:18]/[CH:19]([C:24]2[CH:29]=[C:28]([Cl:30])[C:27]([Cl:31])=[C:26]([Cl:32])[CH:25]=2)[C:20]([F:23])([F:22])[F:21])[CH:14]=[CH:13][C:3]=1[C:4]([NH:6][CH:7]1[CH2:12][CH2:11][NH:10][CH2:9][CH2:8]1)=[O:5].C(N(CC)CC)C.FC(F)(F)S(O[CH2:46][C:47]([F:50])([F:49])[F:48])(=O)=O. The catalyst is C1COCC1.C(OCC)(=O)C. The product is [Br:1][C:2]1[CH:16]=[C:15](/[CH:17]=[CH:18]/[CH:19]([C:24]2[CH:25]=[C:26]([Cl:32])[C:27]([Cl:31])=[C:28]([Cl:30])[CH:29]=2)[C:20]([F:23])([F:21])[F:22])[CH:14]=[CH:13][C:3]=1[C:4]([NH:6][CH:7]1[CH2:12][CH2:11][N:10]([CH2:46][C:47]([F:50])([F:49])[F:48])[CH2:9][CH2:8]1)=[O:5]. The yield is 0.440. (5) The reactants are [Br:1][C:2]1[CH:7]=[C:6]([F:8])[C:5]([CH2:9][C:10](O)=[O:11])=[C:4]([F:13])[CH:3]=1.S(Cl)([Cl:16])=O.CN(C=O)C. No catalyst specified. The product is [Br:1][C:2]1[CH:7]=[C:6]([F:8])[C:5]([CH2:9][C:10]([Cl:16])=[O:11])=[C:4]([F:13])[CH:3]=1. The yield is 0.696. (6) The reactants are [C:1]([O:5][C:6]([N:8]1[CH2:13][CH2:12][CH:11]([C:14]([NH:16][C:17]2[CH:32]=[CH:31][C:30](I)=[CH:29][C:18]=2[C:19]([NH:21][C:22]2[CH:27]=[CH:26][C:25]([Cl:28])=[CH:24][N:23]=2)=[O:20])=[O:15])[CH2:10][CH2:9]1)=[O:7])([CH3:4])([CH3:3])[CH3:2].[C:34](#[N:37])[CH:35]=[CH2:36]. No catalyst specified. The product is [C:1]([O:5][C:6]([N:8]1[CH2:13][CH2:12][CH:11]([C:14]([NH:16][C:17]2[CH:32]=[CH:31][C:30](/[CH:36]=[CH:35]/[C:34]#[N:37])=[CH:29][C:18]=2[C:19]([NH:21][C:22]2[CH:27]=[CH:26][C:25]([Cl:28])=[CH:24][N:23]=2)=[O:20])=[O:15])[CH2:10][CH2:9]1)=[O:7])([CH3:4])([CH3:3])[CH3:2]. The yield is 0.480. (7) The reactants are [H-].[Na+].[C:3]([O:7][C:8]([N:10]1[CH2:15][CH2:14][C@H:13]([O:16][CH2:17][O:18][CH3:19])[C@H:12]([CH2:20][OH:21])[CH2:11]1)=[O:9])([CH3:6])([CH3:5])[CH3:4].[CH2:22]([C:26]1[N:27]=[N:28][C:29](Cl)=[CH:30][C:31]=1[C:32]1[CH:37]=[CH:36][C:35]([O:38][CH:39]2[CH2:44][CH2:43][CH2:42][CH2:41][CH2:40]2)=[CH:34][CH:33]=1)[CH2:23][CH2:24][CH3:25].CO. The catalyst is C1COCC1.C(OCC)(=O)C. The product is [C:3]([O:7][C:8]([N:10]1[CH2:15][CH2:14][C@H:13]([O:16][CH2:17][O:18][CH3:19])[C@H:12]([CH2:20][O:21][C:29]2[N:28]=[N:27][C:26]([CH2:22][CH2:23][CH2:24][CH3:25])=[C:31]([C:32]3[CH:33]=[CH:34][C:35]([O:38][CH:39]4[CH2:44][CH2:43][CH2:42][CH2:41][CH2:40]4)=[CH:36][CH:37]=3)[CH:30]=2)[CH2:11]1)=[O:9])([CH3:6])([CH3:5])[CH3:4]. The yield is 0.820. (8) The reactants are C(OC(=O)[NH:7][C:8]1[CH:13]=[CH:12][C:11]([C:14]2[CH:19]=[CH:18][CH:17]=[CH:16][C:15]=2[O:20][C:21]([F:24])([F:23])[F:22])=[CH:10][C:9]=1[NH:25][C:26](OC(C)(C)C)=O)(C)(C)C.C(O)(C(F)(F)F)=O.COC(=N)[C:44]([Cl:47])([Cl:46])[Cl:45]. The catalyst is C(Cl)Cl. The product is [Cl:45][C:44]([Cl:47])([Cl:46])[C:26]1[NH:7][C:8]2[CH:13]=[CH:12][C:11]([C:14]3[CH:19]=[CH:18][CH:17]=[CH:16][C:15]=3[O:20][C:21]([F:23])([F:24])[F:22])=[CH:10][C:9]=2[N:25]=1. The yield is 0.850.